Predict the reactants needed to synthesize the given product. From a dataset of Full USPTO retrosynthesis dataset with 1.9M reactions from patents (1976-2016). Given the product [Br:9][C:3]1[N:4]=[CH:5][C:6]([NH2:8])=[N:7][C:2]=1[Cl:1], predict the reactants needed to synthesize it. The reactants are: [Cl:1][C:2]1[N:7]=[C:6]([NH2:8])[CH:5]=[N:4][CH:3]=1.[Br:9]N1C(=O)CCC1=O.